Task: Predict the product of the given reaction.. Dataset: Forward reaction prediction with 1.9M reactions from USPTO patents (1976-2016) (1) Given the reactants [CH2:1]([NH:4][C:5](=[O:32])[NH:6][C:7]1[N:12]=[CH:11][C:10]([C:13]2[CH:18]=[CH:17][N:16]=[C:15]([C:19]([O:21][CH3:22])=O)[CH:14]=2)=[C:9]([C:23]2[S:24][CH:25]=[C:26]([C:28]([F:31])([F:30])[F:29])[N:27]=2)[CH:8]=1)[CH2:2][CH3:3].[OH2:33].[NH2:34][NH2:35], predict the reaction product. The product is: [OH:33][C:22]1[O:21][C:19]([C:15]2[CH:14]=[C:13]([C:10]3[CH:11]=[N:12][C:7]([NH:6][C:5]([NH:4][CH2:1][CH2:2][CH3:3])=[O:32])=[CH:8][C:9]=3[C:23]3[S:24][CH:25]=[C:26]([C:28]([F:31])([F:29])[F:30])[N:27]=3)[CH:18]=[CH:17][N:16]=2)=[N:35][N:34]=1. (2) Given the reactants [Li][CH2:2]CCC.[Br:6][C:7]1[CH:17]=[CH:16][C:10]([O:11][Si](C)(C)C)=[C:9]([Cl:18])[CH:8]=1.CI, predict the reaction product. The product is: [Br:6][C:7]1[CH:17]=[CH:16][C:10]([OH:11])=[C:9]([Cl:18])[C:8]=1[CH3:2].